From a dataset of Catalyst prediction with 721,799 reactions and 888 catalyst types from USPTO. Predict which catalyst facilitates the given reaction. (1) Reactant: [Br:1][C:2]1[CH:7]=[CH:6][C:5]([CH2:8][C@H:9]([NH:12][C:13](=[O:19])[O:14][C:15]([CH3:18])([CH3:17])[CH3:16])[CH2:10]O)=[CH:4][CH:3]=1.C1(P(C2C=CC=CC=2)C2C=CC=CC=2)C=CC=CC=1.[C:39]1(=[O:49])[NH:43][C:42](=[O:44])[C:41]2=[CH:45][CH:46]=[CH:47][CH:48]=[C:40]12.N(C(OC(C)C)=O)=NC(OC(C)C)=O. Product: [Br:1][C:2]1[CH:7]=[CH:6][C:5]([CH2:8][C@H:9]([NH:12][C:13](=[O:19])[O:14][C:15]([CH3:18])([CH3:17])[CH3:16])[CH2:10][N:43]2[C:39](=[O:49])[C:40]3[C:41](=[CH:45][CH:46]=[CH:47][CH:48]=3)[C:42]2=[O:44])=[CH:4][CH:3]=1. The catalyst class is: 7. (2) Reactant: [CH2:1]([O:3][C:4]([C:6]1([CH2:12][C:13]#[N:14])[CH2:11][CH2:10][NH:9][CH2:8][CH2:7]1)=[O:5])[CH3:2].[Cl:15][C:16]1[CH:21]=[CH:20][CH:19]=[CH:18][C:17]=1[S:22](Cl)(=[O:24])=[O:23]. Product: [CH2:1]([O:3][C:4]([C:6]1([CH2:12][C:13]#[N:14])[CH2:7][CH2:8][N:9]([S:22]([C:17]2[CH:18]=[CH:19][CH:20]=[CH:21][C:16]=2[Cl:15])(=[O:24])=[O:23])[CH2:10][CH2:11]1)=[O:5])[CH3:2]. The catalyst class is: 17. (3) Reactant: [CH2:1]([O:4][CH2:5][CH:5](CO)[O:4][CH2:1][CH:2]=[CH2:3])[CH:2]=[CH2:3].[C:13]([O:18][C:19](=O)[C:20](C)=C)(=[O:17])[C:14]([CH3:16])=[CH2:15].C(N(CC)CC)C.[O:31]1C[CH2:34][CH2:33][CH2:32]1. Product: [CH2:1]([O:4][CH2:5][CH:19]([O:18][C:13](=[O:17])[C:14]([CH3:16])=[CH2:15])[CH2:20][O:31][CH2:32][CH:33]=[CH2:34])[CH:2]=[CH2:3]. The catalyst class is: 277. (4) Reactant: Br[CH2:2][C:3]1[N:8]=[C:7]([CH2:9][N:10]2[C:14]3[N:15]=[C:16]([NH2:24])[N:17]=[C:18]([C:19]4[O:20][CH:21]=[CH:22][CH:23]=4)[C:13]=3[N:12]=[N:11]2)[CH:6]=[CH:5][CH:4]=1.[C-:25]#[N:26].[Na+].O. Product: [C:25]([CH2:2][C:3]1[N:8]=[C:7]([CH2:9][N:10]2[C:14]3[N:15]=[C:16]([NH2:24])[N:17]=[C:18]([C:19]4[O:20][CH:21]=[CH:22][CH:23]=4)[C:13]=3[N:12]=[N:11]2)[CH:6]=[CH:5][CH:4]=1)#[N:26]. The catalyst class is: 3.